This data is from NCI-60 drug combinations with 297,098 pairs across 59 cell lines. The task is: Regression. Given two drug SMILES strings and cell line genomic features, predict the synergy score measuring deviation from expected non-interaction effect. (1) Drug 1: CCC1(CC2CC(C3=C(CCN(C2)C1)C4=CC=CC=C4N3)(C5=C(C=C6C(=C5)C78CCN9C7C(C=CC9)(C(C(C8N6C)(C(=O)OC)O)OC(=O)C)CC)OC)C(=O)OC)O.OS(=O)(=O)O. Drug 2: CN(CCCl)CCCl.Cl. Cell line: CCRF-CEM. Synergy scores: CSS=34.0, Synergy_ZIP=0.526, Synergy_Bliss=-0.948, Synergy_Loewe=-3.56, Synergy_HSA=-3.19. (2) Drug 1: C1=CN(C(=O)N=C1N)C2C(C(C(O2)CO)O)O.Cl. Drug 2: C1C(C(OC1N2C=NC(=NC2=O)N)CO)O. Cell line: IGROV1. Synergy scores: CSS=13.6, Synergy_ZIP=-1.04, Synergy_Bliss=2.15, Synergy_Loewe=0.246, Synergy_HSA=1.48. (3) Cell line: U251. Synergy scores: CSS=44.9, Synergy_ZIP=-6.79, Synergy_Bliss=-9.76, Synergy_Loewe=-25.7, Synergy_HSA=-5.29. Drug 1: CN(CC1=CN=C2C(=N1)C(=NC(=N2)N)N)C3=CC=C(C=C3)C(=O)NC(CCC(=O)O)C(=O)O. Drug 2: C1CN1P(=S)(N2CC2)N3CC3. (4) Drug 1: CC(C1=C(C=CC(=C1Cl)F)Cl)OC2=C(N=CC(=C2)C3=CN(N=C3)C4CCNCC4)N. Drug 2: CC1CCCC2(C(O2)CC(NC(=O)CC(C(C(=O)C(C1O)C)(C)C)O)C(=CC3=CSC(=N3)C)C)C. Cell line: ACHN. Synergy scores: CSS=12.7, Synergy_ZIP=-1.37, Synergy_Bliss=3.11, Synergy_Loewe=0.334, Synergy_HSA=0.851. (5) Drug 1: CN1C(=O)N2C=NC(=C2N=N1)C(=O)N. Drug 2: C(=O)(N)NO. Cell line: MDA-MB-435. Synergy scores: CSS=0.349, Synergy_ZIP=0.682, Synergy_Bliss=-0.391, Synergy_Loewe=0.228, Synergy_HSA=-3.02. (6) Cell line: UACC62. Drug 1: CC1CCC2CC(C(=CC=CC=CC(CC(C(=O)C(C(C(=CC(C(=O)CC(OC(=O)C3CCCCN3C(=O)C(=O)C1(O2)O)C(C)CC4CCC(C(C4)OC)O)C)C)O)OC)C)C)C)OC. Drug 2: C1=CN(C=N1)CC(O)(P(=O)(O)O)P(=O)(O)O. Synergy scores: CSS=2.09, Synergy_ZIP=0.0531, Synergy_Bliss=-0.0262, Synergy_Loewe=1.42, Synergy_HSA=-0.0210. (7) Drug 1: C1CC(=O)NC(=O)C1N2CC3=C(C2=O)C=CC=C3N. Drug 2: C1=NNC2=C1C(=O)NC=N2. Cell line: HL-60(TB). Synergy scores: CSS=16.8, Synergy_ZIP=1.14, Synergy_Bliss=4.64, Synergy_Loewe=1.14, Synergy_HSA=1.30.